Dataset: Forward reaction prediction with 1.9M reactions from USPTO patents (1976-2016). Task: Predict the product of the given reaction. Given the reactants [Cl:1][C:2]1[CH:7]=[CH:6][C:5]([C@H:8]2[C@@H:12]([C:13]3[CH:18]=[CH:17][C:16]([Cl:19])=[CH:15][CH:14]=3)[N:11]([C:20](N3CCN(CCS(C)(=O)=O)CC3)=[O:21])[C:10]([C:34]3[CH:39]=[CH:38][C:37]([C:40]([CH3:49])([CH3:48])[C:41]([N:43]([CH2:46][CH3:47])[CH2:44][CH3:45])=[O:42])=[CH:36][C:35]=3[O:50][CH2:51][CH3:52])=[N:9]2)=[CH:4][CH:3]=1.[N:53]1([C:59](=[O:67])[CH2:60][N:61]2[CH2:66][CH2:65][NH:64][CH2:63][CH2:62]2)[CH2:58][CH2:57][O:56][CH2:55][CH2:54]1, predict the reaction product. The product is: [Cl:1][C:2]1[CH:7]=[CH:6][C:5]([C@H:8]2[C@@H:12]([C:13]3[CH:14]=[CH:15][C:16]([Cl:19])=[CH:17][CH:18]=3)[N:11]([C:20]([N:64]3[CH2:63][CH2:62][N:61]([CH2:60][C:59]([N:53]4[CH2:54][CH2:55][O:56][CH2:57][CH2:58]4)=[O:67])[CH2:66][CH2:65]3)=[O:21])[C:10]([C:34]3[CH:39]=[CH:38][C:37]([C:40]([CH3:49])([CH3:48])[C:41]([N:43]([CH2:46][CH3:47])[CH2:44][CH3:45])=[O:42])=[CH:36][C:35]=3[O:50][CH2:51][CH3:52])=[N:9]2)=[CH:4][CH:3]=1.